This data is from Reaction yield outcomes from USPTO patents with 853,638 reactions. The task is: Predict the reaction yield, written as a fraction of the theoretical maximum amount of product (1.0 means a 100% yield; for example, 0.34 means a 34% yield). (1) The reactants are Br[C:2]1[S:3][CH:4]=[CH:5][C:6]=1[Cl:7].[CH2:8]([CH:10]([C:13]1[N:18]2[N:19]=[C:20]([CH3:23])[C:21](I)=[C:17]2[N:16]=[C:15]([CH3:24])[CH:14]=1)[CH2:11][CH3:12])[CH3:9]. The catalyst is C1COCC1.[Zn]. The product is [Cl:7][C:6]1[CH:5]=[CH:4][S:3][C:2]=1[C:21]1[C:20]([CH3:23])=[N:19][N:18]2[C:13]([CH:10]([CH2:8][CH3:9])[CH2:11][CH3:12])=[CH:14][C:15]([CH3:24])=[N:16][C:17]=12. The yield is 0.400. (2) The reactants are FC(F)(F)C(O)=O.[CH2:8]([O:15][C:16]1[C:21]([CH2:22][N:23]2[CH2:32][CH2:31][C:30]3[C:25](=[C:26]([Cl:50])[C:27]([CH:34]([O:48][CH3:49])[CH:35]4[CH2:40][CH2:39][N:38](C(OC(C)(C)C)=O)[CH2:37][CH2:36]4)=[CH:28][C:29]=3[Cl:33])[C:24]2=[O:51])=[C:20]([CH3:52])[CH:19]=[C:18]([CH3:53])[N:17]=1)[C:9]1[CH:14]=[CH:13][CH:12]=[CH:11][CH:10]=1. The catalyst is ClCCl.CCCCCCC. The product is [CH2:8]([O:15][C:16]1[C:21]([CH2:22][N:23]2[CH2:32][CH2:31][C:30]3[C:25](=[C:26]([Cl:50])[C:27]([CH:34]([O:48][CH3:49])[CH:35]4[CH2:40][CH2:39][NH:38][CH2:37][CH2:36]4)=[CH:28][C:29]=3[Cl:33])[C:24]2=[O:51])=[C:20]([CH3:52])[CH:19]=[C:18]([CH3:53])[N:17]=1)[C:9]1[CH:10]=[CH:11][CH:12]=[CH:13][CH:14]=1. The yield is 1.00.